From a dataset of Full USPTO retrosynthesis dataset with 1.9M reactions from patents (1976-2016). Predict the reactants needed to synthesize the given product. (1) The reactants are: [CH3:1][O:2][C:3](=[O:32])[C@@H:4]([O:6][C:7]1[CH:12]=[CH:11][C:10]([CH:13]([N:15]2[C:23]3[C:18](=[CH:19][C:20]([C:24]([O:26]CC=C)=[O:25])=[CH:21][CH:22]=3)[C:17]([CH3:30])=[C:16]2[CH3:31])[CH3:14])=[CH:9][CH:8]=1)[CH3:5].N1CCOCC1. Given the product [CH3:1][O:2][C:3](=[O:32])[C@@H:4]([O:6][C:7]1[CH:8]=[CH:9][C:10]([CH:13]([N:15]2[C:23]3[C:18](=[CH:19][C:20]([C:24]([OH:26])=[O:25])=[CH:21][CH:22]=3)[C:17]([CH3:30])=[C:16]2[CH3:31])[CH3:14])=[CH:11][CH:12]=1)[CH3:5], predict the reactants needed to synthesize it. (2) The reactants are: Cl[CH2:2][CH:3](O)[C:4]([OH:6])=[O:5].[CH:8](=[O:15])[C:9]1[CH:14]=[CH:13][CH:12]=[CH:11][CH:10]=1.[CH:16](NC(C)C)(C)C. Given the product [CH2:16]=[C:3]1[CH2:2][O:15][CH:8]([C:9]2[CH:14]=[CH:13][CH:12]=[CH:11][CH:10]=2)[O:6][C:4]1=[O:5], predict the reactants needed to synthesize it.